From a dataset of Catalyst prediction with 721,799 reactions and 888 catalyst types from USPTO. Predict which catalyst facilitates the given reaction. Reactant: [Br:1][C:2]1[CH:3]=[C:4]2[C:12](=[CH:13][CH:14]=1)[NH:11][C:10]1[CH:9](O)[CH2:8][CH2:7][CH2:6][C:5]2=1.[F:16][C:17]1[CH:22]=[CH:21][C:20]([OH:23])=[CH:19][CH:18]=1.C1(P(C2C=CC=CC=2)C2C=CC=CC=2)C=CC=CC=1.N(C(OC(C)C)=O)=NC(OC(C)C)=O. Product: [Br:1][C:2]1[CH:3]=[C:4]2[C:12](=[CH:13][CH:14]=1)[N:11]([O:23][C:20]1[CH:21]=[CH:22][C:17]([F:16])=[CH:18][CH:19]=1)[C:10]1[CH2:9][CH2:8][CH2:7][CH2:6][C:5]2=1. The catalyst class is: 1.